Predict the reactants needed to synthesize the given product. From a dataset of Full USPTO retrosynthesis dataset with 1.9M reactions from patents (1976-2016). Given the product [CH3:1][O:2][C:3](=[O:18])[C:4]1[CH:9]=[CH:8][C:7]([S:10][C:11]2[CH:16]=[CH:15][C:14]([CH2:17][Br:26])=[CH:13][N:12]=2)=[CH:6][CH:5]=1, predict the reactants needed to synthesize it. The reactants are: [CH3:1][O:2][C:3](=[O:18])[C:4]1[CH:9]=[CH:8][C:7]([S:10][C:11]2[CH:16]=[CH:15][C:14]([CH3:17])=[CH:13][N:12]=2)=[CH:6][CH:5]=1.C1C(=O)N([Br:26])C(=O)C1.C(OOC(=O)C1C=CC=CC=1)(=O)C1C=CC=CC=1.